From a dataset of Forward reaction prediction with 1.9M reactions from USPTO patents (1976-2016). Predict the product of the given reaction. (1) Given the reactants Cl[C:2]1[CH:3]=[CH:4][C:5]2[N:6]([C:8]([C:11]3[CH:18]=[CH:17][C:14]([C:15]#[N:16])=[CH:13][CH:12]=3)=[CH:9][N:10]=2)[N:7]=1.C([O-])([O-])=O.[K+].[K+].B([C:28]1[CH:36]=[CH:35][C:31]([C:32]([OH:34])=[O:33])=[C:30]([Cl:37])[CH:29]=1)(O)O, predict the reaction product. The product is: [Cl:37][C:30]1[CH:29]=[C:28]([C:2]2[CH:3]=[CH:4][C:5]3[N:6]([C:8]([C:11]4[CH:18]=[CH:17][C:14]([C:15]#[N:16])=[CH:13][CH:12]=4)=[CH:9][N:10]=3)[N:7]=2)[CH:36]=[CH:35][C:31]=1[C:32]([OH:34])=[O:33]. (2) The product is: [F:2][CH2:3][CH2:4][O:5][CH2:6][CH2:7][O:8][CH2:9][CH2:10][O:11][C:12]1[CH:13]=[C:14]2[C:19](=[CH:20][CH:21]=1)[CH:18]=[C:17]([C:22]1[CH:27]=[CH:26][C:25]([NH2:28])=[CH:24][CH:23]=1)[CH:16]=[CH:15]2. Given the reactants Cl.[F:2][CH2:3][CH2:4][O:5][CH2:6][CH2:7][O:8][CH2:9][CH2:10][O:11][C:12]1[CH:21]=[CH:20][C:19]2[C:14](=[CH:15][CH:16]=[C:17]([C:22]3[CH:27]=[CH:26][C:25]([N+:28]([O-])=O)=[CH:24][CH:23]=3)[CH:18]=2)[CH:13]=1.[OH-].[Na+], predict the reaction product. (3) Given the reactants [F:1][C:2]1[C:7]([O:8][CH3:9])=[CH:6][C:5]([O:10][CH3:11])=[C:4]([F:12])[C:3]=1[C:13]1[N:18]=[CH:17][C:16]2[C:19](I)=[N:20][N:21](C3CCCCO3)[C:15]=2[CH:14]=1.[OH:29][CH2:30][CH:31]([N:33]1[CH2:41][C:40]2[C:35](=[CH:36][CH:37]=[C:38](B3OC(C)(C)C(C)(C)O3)[CH:39]=2)[C:34]1=[O:51])[CH3:32], predict the reaction product. The product is: [F:1][C:2]1[C:7]([O:8][CH3:9])=[CH:6][C:5]([O:10][CH3:11])=[C:4]([F:12])[C:3]=1[C:13]1[N:18]=[CH:17][C:16]2[C:19]([C:38]3[CH:39]=[C:40]4[C:35](=[CH:36][CH:37]=3)[C:34](=[O:51])[N:33]([CH:31]([CH3:32])[CH2:30][OH:29])[CH2:41]4)=[N:20][NH:21][C:15]=2[CH:14]=1. (4) The product is: [Cl:1][C:2]1[N:3]=[CH:4][C:5]2[CH2:10][N:11]([C:12]3[CH:17]=[C:16]([N+:18]([O-:19])=[O:34])[C:15]([F:21])=[CH:14][C:13]=3[CH3:22])[C:30](=[O:31])[N:8]([CH3:9])[C:6]=2[CH:7]=1. Given the reactants [Cl:1][C:2]1[CH:7]=[C:6]([NH:8][CH3:9])[C:5]([CH2:10][NH:11][C:12]2[CH:17]=[C:16]([N+:18]([O-])=[O:19])[C:15]([F:21])=[CH:14][C:13]=2[CH3:22])=[CH:4][N:3]=1.CCN(CC)CC.[C:30](Cl)(Cl)=[O:31].[OH2:34], predict the reaction product.